From a dataset of Catalyst prediction with 721,799 reactions and 888 catalyst types from USPTO. Predict which catalyst facilitates the given reaction. (1) Reactant: [CH3:1][O:2][C:3]1[N:8]=[CH:7][C:6]([NH:9][C:10](=[O:35])[C:11]2[CH:16]=[C:15]([CH2:17][C:18]3[C:19](=[O:30])[C:20]([O:28][CH3:29])=[C:21]([O:26][CH3:27])[C:22](=[O:25])[C:23]=3[CH3:24])[CH:14]=[CH:13][C:12]=2[O:31]C(=O)C)=[CH:5][CH:4]=1.C(=O)([O-])O.[Na+]. Product: [CH3:1][O:2][C:3]1[N:8]=[CH:7][C:6]([NH:9][C:10](=[O:35])[C:11]2[CH:16]=[C:15]([CH2:17][C:18]3[C:19](=[O:30])[C:20]([O:28][CH3:29])=[C:21]([O:26][CH3:27])[C:22](=[O:25])[C:23]=3[CH3:24])[CH:14]=[CH:13][C:12]=2[OH:31])=[CH:5][CH:4]=1. The catalyst class is: 24. (2) Reactant: [C:1]([C:3]1[CH:8]=[CH:7][C:6]([NH:9][C:10](=[O:24])[CH2:11][CH2:12][CH2:13][C:14]([O:16]N2C(=O)CCC2=O)=O)=[CH:5][CH:4]=1)#[CH:2].[NH2:25][CH2:26][CH2:27][CH2:28][CH2:29][CH2:30][CH2:31][OH:32]. Product: [OH:32][CH2:31][CH2:30][CH2:29][CH2:28][CH2:27][CH2:26][NH:25][C:14](=[O:16])[CH2:13][CH2:12][CH2:11][C:10]([NH:9][C:6]1[CH:5]=[CH:4][C:3]([C:1]#[CH:2])=[CH:8][CH:7]=1)=[O:24]. The catalyst class is: 2.